From a dataset of Full USPTO retrosynthesis dataset with 1.9M reactions from patents (1976-2016). Predict the reactants needed to synthesize the given product. (1) Given the product [CH3:30][C:29]1[O:28][C:27]([C:31]2[CH:32]=[CH:33][C:34]([C:37]([F:40])([F:38])[F:39])=[CH:35][CH:36]=2)=[N:26][C:25]=1[CH2:24][N:11]1[C:12]2[C:8](=[CH:7][C:6]([CH2:5][CH:4]([O:15][C:16]3[CH:21]=[CH:20][CH:19]=[CH:18][CH:17]=3)[C:3]([OH:2])=[O:22])=[CH:14][CH:13]=2)[CH:9]=[CH:10]1, predict the reactants needed to synthesize it. The reactants are: C[O:2][C:3](=[O:22])[CH:4]([O:15][C:16]1[CH:21]=[CH:20][CH:19]=[CH:18][CH:17]=1)[CH2:5][C:6]1[CH:7]=[C:8]2[C:12](=[CH:13][CH:14]=1)[NH:11][CH:10]=[CH:9]2.Cl[CH2:24][C:25]1[N:26]=[C:27]([C:31]2[CH:36]=[CH:35][C:34]([C:37]([F:40])([F:39])[F:38])=[CH:33][CH:32]=2)[O:28][C:29]=1[CH3:30]. (2) Given the product [CH3:16][O:15][C:14](=[O:17])[N:5]([CH2:4][CH2:3][CH2:2][Cl:1])[CH3:6], predict the reactants needed to synthesize it. The reactants are: [Cl:1][CH2:2][CH2:3][CH2:4][NH:5][CH3:6].C(N(CC)CC)C.[C:14](Cl)(=[O:17])[O:15][CH3:16].O. (3) Given the product [NH2:32][C:5]1[C:6]([C:8]2[CH:9]=[C:10]3[C:15](=[CH:16][N:17]=2)[N:14]=[CH:13][CH:12]=[C:11]3[N:18]2[CH2:23][CH2:22][CH2:21][C@H:20]([NH:24][C:25](=[O:31])[O:26][C:27]([CH3:29])([CH3:28])[CH3:30])[CH2:19]2)=[N:7][C:2]([Cl:1])=[CH:3][CH:4]=1, predict the reactants needed to synthesize it. The reactants are: [Cl:1][C:2]1[N:7]=[C:6]([C:8]2[CH:9]=[C:10]3[C:15](=[CH:16][N:17]=2)[N:14]=[CH:13][CH:12]=[C:11]3[N:18]2[CH2:23][CH2:22][CH2:21][C@H:20]([NH:24][C:25](=[O:31])[O:26][C:27]([CH3:30])([CH3:29])[CH3:28])[CH2:19]2)[C:5]([N+:32]([O-])=O)=[CH:4][CH:3]=1. (4) Given the product [C:16]([N:13]1[CH2:14][CH2:15][N:10]([C:8]2[S:9][C:5]([C:3]([OH:4])=[O:2])=[CH:6][N:7]=2)[CH2:11][CH2:12]1)(=[O:23])[C:17]1[CH:22]=[CH:21][CH:20]=[CH:19][CH:18]=1, predict the reactants needed to synthesize it. The reactants are: C[O:2][C:3]([C:5]1[S:9][C:8]([N:10]2[CH2:15][CH2:14][N:13]([C:16](=[O:23])[C:17]3[CH:22]=[CH:21][CH:20]=[CH:19][CH:18]=3)[CH2:12][CH2:11]2)=[N:7][CH:6]=1)=[O:4].Cl.NO.C[O-].[Na+].CO.Cl.